This data is from Full USPTO retrosynthesis dataset with 1.9M reactions from patents (1976-2016). The task is: Predict the reactants needed to synthesize the given product. Given the product [CH:20]1([NH:19][N:16]2[C:29](=[O:30])[C:12]([C:4]3[NH:5][C:6]4[CH:11]=[CH:10][CH:9]=[CH:8][C:7]=4[S:2](=[O:1])(=[O:28])[N:3]=3)=[C:13]([OH:27])[C:14]3[S:26][CH:25]=[CH:24][C:15]2=3)[CH2:21][CH2:22][CH2:8][CH2:7][CH2:6][CH2:11]1, predict the reactants needed to synthesize it. The reactants are: [O:1]=[S:2]1(=[O:28])[C:7]2[CH:8]=[CH:9][CH:10]=[CH:11][C:6]=2[NH:5][C:4]([C:12]2C(=O)[N:16]([N:19]=[CH:20][CH:21](C)[CH3:22])[C:15]3[CH:24]=[CH:25][S:26][C:14]=3[C:13]=2[OH:27])=[N:3]1.[CH3:29][OH:30].[BH4-].[Li+].Cl.